This data is from Full USPTO retrosynthesis dataset with 1.9M reactions from patents (1976-2016). The task is: Predict the reactants needed to synthesize the given product. (1) Given the product [CH3:1][O:2][C:3](=[O:30])[CH:4]([C:9]1[CH:10]=[C:11]([C:16]2[CH:21]=[C:20]([C:22]([F:23])([F:25])[F:24])[CH:19]=[C:18]([C:26]([F:27])([F:28])[F:29])[CH:17]=2)[CH:12]=[C:13]([O:15][C:37]2[CH:36]=[CH:35][CH:34]=[C:33]([C:32]([F:43])([F:42])[F:31])[CH:38]=2)[CH:14]=1)[CH2:5][CH:6]([CH3:8])[CH3:7], predict the reactants needed to synthesize it. The reactants are: [CH3:1][O:2][C:3](=[O:30])[CH:4]([C:9]1[CH:10]=[C:11]([C:16]2[CH:21]=[C:20]([C:22]([F:25])([F:24])[F:23])[CH:19]=[C:18]([C:26]([F:29])([F:28])[F:27])[CH:17]=2)[CH:12]=[C:13]([OH:15])[CH:14]=1)[CH2:5][CH:6]([CH3:8])[CH3:7].[F:31][C:32]([F:43])([F:42])[C:33]1[CH:34]=[C:35](B(O)O)[CH:36]=[CH:37][CH:38]=1. (2) Given the product [NH2:15][C:12]1[CH:11]=[CH:10][C:9]([C:7]([C:6]2[CH:5]=[CH:36][C:31]([C:32]#[N:55])=[CH:26][CH:25]=2)=[O:8])=[CH:14][CH:13]=1, predict the reactants needed to synthesize it. The reactants are: CN1[C:6]([C:7]([C:9]2[CH:14]=[CH:13][C:12]([N+:15]([O-])=O)=[CH:11][CH:10]=2)=[O:8])=[CH:5]N=C1.C1(P(C2CCCCC2)[C:25]2C=CC=C[C:26]=2[C:31]2[C:36](C(C)C)=CC(C(C)C)=C[C:32]=2C(C)C)CCCCC1.CC([N:55](C)C)=O.